Dataset: Experimentally validated miRNA-target interactions with 360,000+ pairs, plus equal number of negative samples. Task: Binary Classification. Given a miRNA mature sequence and a target amino acid sequence, predict their likelihood of interaction. (1) The miRNA is mmu-miR-668-3p with sequence UGUCACUCGGCUCGGCCCACUACC. The protein sequence of the target gene is MGHPPLEFSDCYLDSPDFRQRLKYYEEELERTNKFIKDVIKDGSALISAMRNYSSAVQKFSQTLQSFQFDFIGDTLTDDEINIAESFKEFAELLNEVENERMMMVQNASDLLIKPLETFRKEQIGFTKERKKKFEKDGERFYSLLDRHLHLSSKKKESQLLEADLQVDKERHNFFESSLDYVYQIQEVQESKKFNIVEPVLAFLHSLFISNSLTVELTQDFLPYKQQLQLSLQNTRNHFSSTREEMEELKKRMKEAPQTCKLPGQPTIEGYLYTQEKWALGISWAKYYCRYEKETRMLTM.... Result: 0 (no interaction). (2) The miRNA is hsa-miR-106b-5p with sequence UAAAGUGCUGACAGUGCAGAU. The protein sequence of the target gene is MPWPFSESIKKRACRYLLQRYLGHFLQEKLSLEQLSLDLYQGTGSLAQVPLDKWCLNEILESADAPLEVTEGFIQSISLSVPWGSLLQDNCALEVRGLEMVFRPRPRPATGSEPMYWSSFMTSSMQLAKECLSQKLTDEQGEGSQPFEGLEKFAETIETVLRRVKVTFIDTVLRIEHVPENSKTGTALEIRIERTVYCDETADESSGINVHQPTAFAHKLLQLSGVSLFWDEFSASAKSSPVCSTAPVETEPKLSPSWNPKIIYEPHPQLTRNLPEIAPSDPVQIGRLIGRLELSLTLKQ.... Result: 1 (interaction).